This data is from Full USPTO retrosynthesis dataset with 1.9M reactions from patents (1976-2016). The task is: Predict the reactants needed to synthesize the given product. (1) The reactants are: C([N:8]1[C:20]2[CH:19]=[CH:18][C:17]([N:21]3[C:33]4[CH:32]=[CH:31][CH:30]=[CH:29][C:28]=4[C:27]4[C:22]3=[CH:23][CH:24]=[CH:25][CH:26]=4)=[CH:16][C:15]=2[C:14]2[C:9]1=[CH:10][CH:11]=[C:12]([N:34]1[C:46]3[CH:45]=[CH:44][CH:43]=[CH:42][C:41]=3[C:40]3[C:35]1=[CH:36][CH:37]=[CH:38][CH:39]=3)[CH:13]=2)C1C=CC=CC=1.C(=NC1C=CC=CC=1)C1C=CC=CC=1.CC([O-])(C)C.[K+].CN(C=O)C. Given the product [CH:45]1[C:46]2[N:34]([C:12]3[CH:11]=[CH:10][C:9]4[NH:8][C:20]5[C:15]([C:14]=4[CH:13]=3)=[CH:16][C:17]([N:21]3[C:33]4[CH:32]=[CH:31][CH:30]=[CH:29][C:28]=4[C:27]4[C:22]3=[CH:23][CH:24]=[CH:25][CH:26]=4)=[CH:18][CH:19]=5)[C:35]3[C:40](=[CH:39][CH:38]=[CH:37][CH:36]=3)[C:41]=2[CH:42]=[CH:43][CH:44]=1, predict the reactants needed to synthesize it. (2) The reactants are: [Cl:1][C:2]1[CH:3]=[C:4]([N+:16]([O-])=O)[CH:5]=[CH:6][C:7]=1[O:8][CH2:9][C:10]1[CH:15]=[N:14][CH:13]=[CH:12][N:11]=1. Given the product [Cl:1][C:2]1[CH:3]=[C:4]([CH:5]=[CH:6][C:7]=1[O:8][CH2:9][C:10]1[CH:15]=[N:14][CH:13]=[CH:12][N:11]=1)[NH2:16], predict the reactants needed to synthesize it. (3) Given the product [Cl:1][C:2]1[CH:3]=[C:4]2[C:13](=[CH:14][CH:15]=1)[C:12](=[O:16])[C:11]1[C:10]([OH:17])=[CH:9][C:8]([O:18][CH3:21])=[CH:7][C:6]=1[N:5]2[CH3:19], predict the reactants needed to synthesize it. The reactants are: [Cl:1][C:2]1[CH:3]=[C:4]2[C:13](=[CH:14][CH:15]=1)[C:12](=[O:16])[C:11]1[C:10]([OH:17])=[CH:9][C:8]([OH:18])=[CH:7][C:6]=1[N:5]2[CH3:19].Cl[C:21]1C=C2C(=CC=1)C(=O)C1C(O)=CC(O)=CC=1N2.C(=O)([O-])[O-].[K+].[K+].IC. (4) Given the product [C:1]([C:4]1[CH:5]=[CH:6][C:7]([S:10]([C:11]2[CH:16]=[CH:15][C:14]([C:17](=[O:19])[CH3:18])=[CH:13][CH:12]=2)=[O:22])=[CH:8][CH:9]=1)(=[O:3])[CH3:2], predict the reactants needed to synthesize it. The reactants are: [C:1]([C:4]1[CH:9]=[CH:8][C:7]([S:10][C:11]2[CH:16]=[CH:15][C:14]([C:17](=[O:19])[CH3:18])=[CH:13][CH:12]=2)=[CH:6][CH:5]=1)(=[O:3])[CH3:2].C(O)(=[O:22])C.ClC(Cl)C.OO. (5) Given the product [Cl-:17].[Cl:1][N:2]([Cl:17])[C:3]([C:6]1[N:7]=[N:8][N:9]([CH2:11][CH2:12][N+:13]([CH3:14])([CH3:16])[CH3:15])[CH:10]=1)([CH3:5])[CH3:4], predict the reactants needed to synthesize it. The reactants are: [ClH:1].[NH2:2][C:3]([C:6]1[N:7]=[N:8][N:9]([CH2:11][CH2:12][N+:13]([CH3:16])([CH3:15])[CH3:14])[CH:10]=1)([CH3:5])[CH3:4].[Cl:17]OC(C)(C)C. (6) The reactants are: [NH:1]1[CH:5]=[CH:4][N:3]=[CH:2]1.[OH-].[Na+].O.O.O.O.O.O.S([O-])([O-])(=O)=O.[Zn+2:19]. Given the product [N-:1]1[CH:5]=[CH:4][N:3]=[CH:2]1.[Zn+2:19].[N-:1]1[CH:5]=[CH:4][N:3]=[CH:2]1, predict the reactants needed to synthesize it.